From a dataset of Full USPTO retrosynthesis dataset with 1.9M reactions from patents (1976-2016). Predict the reactants needed to synthesize the given product. (1) Given the product [CH2:1]([N:8]1[CH2:12][CH2:11][N:10]([C@@H:13]([C:17]([CH3:19])([CH3:18])[CH3:20])[C:14]([NH:48][C@@H:49]([CH2:80][C:81]2[CH:82]=[CH:83][CH:84]=[CH:85][CH:86]=2)[C@@H:50]([OH:79])[CH2:51][C@@H:52]([NH:66][C:67]([C@@H:69]([NH:74][C:75](=[O:78])[O:76][CH3:77])[C:70]([CH3:73])([CH3:72])[CH3:71])=[O:68])[CH2:53][C:54]2[CH:59]=[CH:58][C:57]([C:60]3[CH:65]=[CH:64][CH:63]=[CH:62][N:61]=3)=[CH:56][CH:55]=2)=[O:15])[C:9]1=[O:21])[C:2]1[CH:3]=[CH:4][CH:5]=[CH:6][CH:7]=1, predict the reactants needed to synthesize it. The reactants are: [CH2:1]([N:8]1[CH2:12][CH2:11][N:10]([C@@H:13]([C:17]([CH3:20])([CH3:19])[CH3:18])[C:14](O)=[O:15])[C:9]1=[O:21])[C:2]1[CH:7]=[CH:6][CH:5]=[CH:4][CH:3]=1.C([O-])([O-])=O.[K+].[K+].CCOP(ON1N=NC2C=CC=CC=2C1=O)(OCC)=O.[NH2:48][C@@H:49]([CH2:80][C:81]1[CH:86]=[CH:85][CH:84]=[CH:83][CH:82]=1)[C@@H:50]([OH:79])[CH2:51][C@@H:52]([NH:66][C:67]([C@@H:69]([NH:74][C:75](=[O:78])[O:76][CH3:77])[C:70]([CH3:73])([CH3:72])[CH3:71])=[O:68])[CH2:53][C:54]1[CH:59]=[CH:58][C:57]([C:60]2[CH:65]=[CH:64][CH:63]=[CH:62][N:61]=2)=[CH:56][CH:55]=1. (2) Given the product [CH2:2]([O:9][C:10]1[CH:19]=[CH:18][CH:17]=[C:16]2[C:11]=1[CH2:12][CH2:13][CH2:14][CH:15]2[C:20]([N:22]([CH2:23][C:24]1[CH:25]=[N:26][N:27]([CH2:39][CH2:40][CH2:41][CH3:42])[CH:28]=1)[C:29]1[CH:30]=[N:31][C:32]([CH:35]([CH3:37])[CH3:36])=[CH:33][CH:34]=1)=[O:21])[C:3]1[CH:8]=[CH:7][CH:6]=[CH:5][CH:4]=1, predict the reactants needed to synthesize it. The reactants are: Cl.[CH2:2]([O:9][C:10]1[CH:19]=[CH:18][CH:17]=[C:16]2[C:11]=1[CH2:12][CH2:13][CH2:14][CH:15]2[C:20]([N:22]([C:29]1[CH:30]=[N:31][C:32]([CH:35]([CH3:37])[CH3:36])=[CH:33][CH:34]=1)[CH2:23][C:24]1[CH:25]=[N:26][NH:27][CH:28]=1)=[O:21])[C:3]1[CH:8]=[CH:7][CH:6]=[CH:5][CH:4]=1.Br[CH2:39][CH2:40][CH2:41][CH3:42].